Dataset: Full USPTO retrosynthesis dataset with 1.9M reactions from patents (1976-2016). Task: Predict the reactants needed to synthesize the given product. Given the product [Cl:22][C:16]1[C:17]2[C:9]([C:6]3[CH:7]=[CH:8][C:3]([CH2:1][CH3:2])=[CH:4][CH:5]=3)=[C:10]([I:19])[O:11][C:12]=2[N:13]=[CH:14][N:15]=1, predict the reactants needed to synthesize it. The reactants are: [CH2:1]([C:3]1[CH:8]=[CH:7][C:6]([C:9]2[C:17]3[C:16](=O)[NH:15][CH:14]=[N:13][C:12]=3[O:11][C:10]=2[I:19])=[CH:5][CH:4]=1)[CH3:2].P(Cl)(Cl)([Cl:22])=O.